Task: Predict the reaction yield, written as a fraction of the theoretical maximum amount of product (1.0 means a 100% yield; for example, 0.34 means a 34% yield).. Dataset: Reaction yield outcomes from USPTO patents with 853,638 reactions (1) The reactants are [C:1](#[N:4])[CH:2]=[CH2:3].[Br:5][C:6]1[CH:12]=[CH:11][C:9]([NH2:10])=[C:8](I)[CH:7]=1.C([O-])(O)=O.[Na+].O. The catalyst is CN(C=O)C.CC([O-])=O.CC([O-])=O.[Pd+2]. The product is [NH2:10][C:9]1[CH:11]=[CH:12][C:6]([Br:5])=[CH:7][C:8]=1/[CH:3]=[CH:2]/[C:1]#[N:4]. The yield is 0.604. (2) The reactants are [CH2:1]1[C:3]2([CH2:8][CH2:7][CH2:6][CH2:5][N:4]2[C:9]2[N:13]3[CH:14]=[C:15]([O:18][C@H:19]4[C:28]5[C:23](=[CH:24][CH:25]=[CH:26][CH:27]=5)[C@@H:22]([NH2:29])[CH2:21][CH2:20]4)[CH:16]=[CH:17][C:12]3=[N:11][N:10]=2)[CH2:2]1.ClC(Cl)(Cl)C[O:33][C:34](=O)[NH:35][C:36]1[N:37]([C:45]2[CH:50]=[CH:49][CH:48]=[C:47]([O:51][CH2:52][CH2:53][OH:54])[CH:46]=2)[N:38]=[C:39]([C:41]([CH3:44])([CH3:43])[CH3:42])[CH:40]=1.CCN(C(C)C)C(C)C. The catalyst is O1CCOCC1.C(Cl)Cl. The yield is 0.890. The product is [CH2:2]1[C:3]2([CH2:8][CH2:7][CH2:6][CH2:5][N:4]2[C:9]2[N:13]3[CH:14]=[C:15]([O:18][C@H:19]4[C:28]5[C:23](=[CH:24][CH:25]=[CH:26][CH:27]=5)[C@@H:22]([NH:29][C:34]([NH:35][C:36]5[N:37]([C:45]6[CH:50]=[CH:49][CH:48]=[C:47]([O:51][CH2:52][CH2:53][OH:54])[CH:46]=6)[N:38]=[C:39]([C:41]([CH3:44])([CH3:43])[CH3:42])[CH:40]=5)=[O:33])[CH2:21][CH2:20]4)[CH:16]=[CH:17][C:12]3=[N:11][N:10]=2)[CH2:1]1.